Dataset: Forward reaction prediction with 1.9M reactions from USPTO patents (1976-2016). Task: Predict the product of the given reaction. Given the reactants [OH:1][CH2:2][C:3]([CH2:7][OH:8])([CH2:5][OH:6])[CH3:4].[CH3:9][O:10][C:11]1[CH:18]=[C:17]([O:19][CH3:20])[CH:16]=[C:15]([O:21][CH3:22])[C:12]=1[CH:13]=O.S(=O)(=O)(O)O.C(N(CC)CC)C, predict the reaction product. The product is: [CH3:4][C:3]1([CH2:7][OH:8])[CH2:5][O:6][CH:13]([C:12]2[C:15]([O:21][CH3:22])=[CH:16][C:17]([O:19][CH3:20])=[CH:18][C:11]=2[O:10][CH3:9])[O:1][CH2:2]1.